This data is from Full USPTO retrosynthesis dataset with 1.9M reactions from patents (1976-2016). The task is: Predict the reactants needed to synthesize the given product. (1) Given the product [Br:34][CH:9]([CH2:8][CH:5]1[CH2:4][CH2:3][C:2]([F:16])([F:1])[CH2:7][CH2:6]1)[C:10](=[O:15])[C:11]([F:13])([F:14])[F:12], predict the reactants needed to synthesize it. The reactants are: [F:1][C:2]1([F:16])[CH2:7][CH2:6][CH:5]([CH2:8][CH2:9][C:10](=[O:15])[C:11]([F:14])([F:13])[F:12])[CH2:4][CH2:3]1.C(N(CC)CC)C.Cl[Si](C)(C)C.C(=O)([O-])O.[Na+].[Br:34]Br.S([O-])([O-])(=O)=S.[Na+].[Na+].[Na+]. (2) Given the product [OH:5][C:6]1[C:15]2[C:14]([CH3:17])([CH3:16])[CH2:13][CH2:12][C:11]([CH3:19])([CH3:18])[C:10]=2[CH:9]=[C:8]([C:20]([C:22]2[CH:23]=[C:24]3[C:29](=[CH:30][CH:31]=2)[CH:28]=[C:27]([C:32]([O:34][CH3:35])=[O:33])[CH:26]=[CH:25]3)=[O:21])[CH:7]=1, predict the reactants needed to synthesize it. The reactants are: C(OC[O:5][C:6]1[C:15]2[C:14]([CH3:17])([CH3:16])[CH2:13][CH2:12][C:11]([CH3:19])([CH3:18])[C:10]=2[CH:9]=[C:8]([C:20]([C:22]2[CH:23]=[C:24]3[C:29](=[CH:30][CH:31]=2)[CH:28]=[C:27]([C:32]([O:34][CH3:35])=[O:33])[CH:26]=[CH:25]3)=[O:21])[CH:7]=1)C.S(=O)(=O)(O)O. (3) Given the product [Cl:20][C:17]1[CH:16]=[CH:15][C:14]([C:12]2[C:11]3[CH:21]=[C:22]([O:25][CH3:26])[CH:23]=[CH:24][C:10]=3[N:9]3[C:27]([CH3:30])=[N:28][N:29]=[C:8]3[C@H:7]([CH2:6][C:5]([NH:4][CH2:3][CH2:2][NH:1][C:38](=[O:39])/[CH:37]=[CH:36]/[C:35]3[CH:41]=[CH:42][C:43]([OH:44])=[C:33]([OH:32])[CH:34]=3)=[O:31])[N:13]=2)=[CH:19][CH:18]=1, predict the reactants needed to synthesize it. The reactants are: [NH2:1][CH2:2][CH2:3][NH:4][C:5](=[O:31])[CH2:6][C@@H:7]1[N:13]=[C:12]([C:14]2[CH:19]=[CH:18][C:17]([Cl:20])=[CH:16][CH:15]=2)[C:11]2[CH:21]=[C:22]([O:25][CH3:26])[CH:23]=[CH:24][C:10]=2[N:9]2[C:27]([CH3:30])=[N:28][N:29]=[C:8]12.[OH:32][C:33]1[CH:34]=[C:35]([CH:41]=[CH:42][C:43]=1[OH:44])[CH:36]=[CH:37][C:38](O)=[O:39].CCN=C=NCCCN(C)C.C1C=CC2N(O)N=NC=2C=1.C(N(CC)CC)C. (4) Given the product [Br:1][C:2]1[CH:7]=[CH:6][C:5]([CH:8]=[O:18])=[C:4]([C:11]([F:14])([F:13])[F:12])[CH:3]=1, predict the reactants needed to synthesize it. The reactants are: [Br:1][C:2]1[CH:7]=[CH:6][C:5]([CH:8](Br)Br)=[C:4]([C:11]([F:14])([F:13])[F:12])[CH:3]=1.C1C[O:18]CC1.O. (5) Given the product [Br:5][C:6]1[CH:15]=[C:14]2[C:9]([CH2:10][C:11]([CH3:18])([CH3:17])[CH2:12][C:13]2([CH:1]=[CH2:2])[OH:16])=[CH:8][CH:7]=1, predict the reactants needed to synthesize it. The reactants are: [CH:1]([Mg]Br)=[CH2:2].[Br:5][C:6]1[CH:15]=[C:14]2[C:9]([CH2:10][C:11]([CH3:18])([CH3:17])[CH2:12][C:13]2=[O:16])=[CH:8][CH:7]=1. (6) The reactants are: [Cl:1][C:2]1[CH:10]=[CH:9][C:8]([Cl:11])=[CH:7][C:3]=1[C:4]([OH:6])=O.[CH3:12][C:13]([C:15]1[CH:20]=[CH:19][C:18]([NH2:21])=[CH:17][CH:16]=1)=[O:14].C(N(CC)CC)C. Given the product [C:13]([C:15]1[CH:20]=[CH:19][C:18]([NH:21][C:4](=[O:6])[C:3]2[CH:7]=[C:8]([Cl:11])[CH:9]=[CH:10][C:2]=2[Cl:1])=[CH:17][CH:16]=1)(=[O:14])[CH3:12], predict the reactants needed to synthesize it. (7) The reactants are: [NH2:1][C:2]1[CH:3]=[C:4]([Cl:22])[CH:5]=[C:6]2[C:14]=1[NH:13][C:12]1[CH:11]=[N:10][CH:9]=[C:8]([NH:15][C:16](=[O:21])[C:17]([F:20])([F:19])[F:18])[C:7]2=1.C[C:24]1[N:32]=[CH:31][CH:30]=[CH:29][C:25]=1[C:26](O)=[O:27].CCN=C=NCCCN(C)C. Given the product [Cl:22][C:4]1[CH:5]=[C:6]2[C:14](=[C:2]([NH:1][C:26](=[O:27])[C:25]3[CH:29]=[CH:30][CH:31]=[N:32][CH:24]=3)[CH:3]=1)[NH:13][C:12]1[CH:11]=[N:10][CH:9]=[C:8]([NH:15][C:16](=[O:21])[C:17]([F:20])([F:19])[F:18])[C:7]2=1, predict the reactants needed to synthesize it. (8) Given the product [Si:14]([O:3][CH2:2][CH2:1][OH:4])([C:10]([CH3:13])([CH3:12])[CH3:11])([CH3:16])[CH3:15], predict the reactants needed to synthesize it. The reactants are: [CH2:1]([OH:4])[CH2:2][OH:3].N1C=CN=C1.[C:10]([Si:14](Cl)([CH3:16])[CH3:15])([CH3:13])([CH3:12])[CH3:11]. (9) Given the product [C:20]1([C:24]2[CH:25]=[CH:26][CH:27]=[CH:28][CH:29]=2)[CH:21]=[CH:22][CH:23]=[C:18]([C:16]2[N:15]=[CH:14][N:13]=[C:12]([NH:11][C:8]3[CH:9]=[CH:10][C:5]([N:4]([CH2:30][CH3:31])[CH2:3][CH2:2][NH:1][C:47]([CH2:46][CH2:48][C:33]4([CH:34]=[CH:35][CH:36]=[CH:37][CH2:38]4)[C:32]([NH2:40])=[O:39])=[O:62])=[CH:6][CH:7]=3)[CH:17]=2)[CH:19]=1, predict the reactants needed to synthesize it. The reactants are: [NH2:1][CH2:2][CH2:3][N:4]([CH2:30][CH3:31])[C:5]1[CH:10]=[CH:9][C:8]([NH:11][C:12]2[CH:17]=[C:16]([C:18]3[CH:19]=[C:20]([C:24]4[CH:29]=[CH:28][CH:27]=[CH:26][CH:25]=4)[CH:21]=[CH:22][CH:23]=3)[N:15]=[CH:14][N:13]=2)=[CH:7][CH:6]=1.[C:32]([NH:40][C@H](C(O)=O)C)(=[O:39])[C:33]1[CH:38]=[CH:37][CH:36]=[CH:35][CH:34]=1.[CH:46](N(C(C)C)CC)([CH3:48])[CH3:47].CN(C([O:62]N1N=NC2C=CC=CC1=2)=[N+](C)C)C.F[P-](F)(F)(F)(F)F.C([O-])(O)=O.[Na+]. (10) Given the product [Br:1][C:2]1[CH:7]=[CH:6][C:5]([C:8]([OH:22])([CH3:24])[C:9](=[O:21])[N:10]2[CH2:16][C:15]3([CH3:18])[CH2:17][CH:11]2[CH2:12][C:13]([CH3:19])([CH3:20])[CH2:14]3)=[C:4]([F:23])[CH:3]=1, predict the reactants needed to synthesize it. The reactants are: [Br:1][C:2]1[CH:7]=[CH:6][C:5]([C:8](=[O:22])[C:9](=[O:21])[N:10]2[CH2:16][C:15]3([CH3:18])[CH2:17][CH:11]2[CH2:12][C:13]([CH3:20])([CH3:19])[CH2:14]3)=[C:4]([F:23])[CH:3]=1.[CH3:24][Mg]Br.C(=O)(O)[O-].[Na+].